This data is from Forward reaction prediction with 1.9M reactions from USPTO patents (1976-2016). The task is: Predict the product of the given reaction. (1) Given the reactants [C:1]([N:5]1[CH2:10][CH2:9][N:8]([C:11]2[C:20]3[C:15](=[CH:16][C:17]([Cl:28])=[C:18]([C:21]4[CH:26]=[CH:25][C:24]([Cl:27])=[CH:23][CH:22]=4)[CH:19]=3)[N:14]=[CH:13][N:12]=2)[CH2:7][C@H:6]1[C:29]([NH2:31])=O)(=[O:4])[CH:2]=[CH2:3].CCN(CC)CC.FC(F)(F)C(OC(=O)C(F)(F)F)=O, predict the reaction product. The product is: [C:1]([N:5]1[CH2:10][CH2:9][N:8]([C:11]2[C:20]3[C:15](=[CH:16][C:17]([Cl:28])=[C:18]([C:21]4[CH:26]=[CH:25][C:24]([Cl:27])=[CH:23][CH:22]=4)[CH:19]=3)[N:14]=[CH:13][N:12]=2)[CH2:7][C@H:6]1[C:29]#[N:31])(=[O:4])[CH:2]=[CH2:3]. (2) Given the reactants [Br:1][C:2]1[CH:11]=[C:10]2[C:5]([C:6]([CH3:14])([CH3:13])[CH2:7][CH2:8][C:9]2=[O:12])=[CH:4][CH:3]=1.[H-].[Na+].[CH:17](OCC)=[O:18].Cl, predict the reaction product. The product is: [Br:1][C:2]1[CH:11]=[C:10]2[C:5]([C:6]([CH3:14])([CH3:13])[CH2:7][CH:8]([CH:17]=[O:18])[C:9]2=[O:12])=[CH:4][CH:3]=1. (3) Given the reactants [CH:1]1[CH:2]=[CH:3][C:4]([O:7][C:8]2[C:9]([N:21]3[CH2:25][CH2:24][CH2:23][CH2:22]3)=[CH:10][C:11]([C:18]([OH:20])=[O:19])=[CH:12][C:13]=2[S:14]([NH2:17])(=[O:16])=[O:15])=[CH:5][CH:6]=1.[CH2:26](Cl)[C:27]1[CH:32]=[CH:31][CH:30]=[CH:29][CH:28]=1, predict the reaction product. The product is: [NH2:17][S:14]([C:13]1[CH:12]=[C:11]([CH:10]=[C:9]([N:21]2[CH2:22][CH2:23][CH2:24][CH2:25]2)[C:8]=1[O:7][C:4]1[CH:5]=[CH:6][CH:1]=[CH:2][CH:3]=1)[C:18]([O:20][CH2:26][C:27]1[CH:32]=[CH:31][CH:30]=[CH:29][CH:28]=1)=[O:19])(=[O:16])=[O:15]. (4) Given the reactants [C@@H:1]1([N:9]2[CH:13]=[C:12](I)[CH:11]=[C:10]2[N+:15]([O-:17])=[O:16])[O:6][C@H:5]([CH2:7][OH:8])[C@@H:3]([OH:4])[CH2:2]1.C(N(CC)CC)C.[F:25][C:26]([F:36])([F:35])[C:27]([NH:29][CH2:30][CH2:31][CH2:32][C:33]#[CH:34])=[O:28], predict the reaction product. The product is: [C@@H:1]1([N:9]2[CH:13]=[C:12]([C:34]#[C:33][CH2:32][CH2:31][CH2:30][NH:29][C:27](=[O:28])[C:26]([F:36])([F:25])[F:35])[CH:11]=[C:10]2[N+:15]([O-:17])=[O:16])[O:6][C@H:5]([CH2:7][OH:8])[C@@H:3]([OH:4])[CH2:2]1.